This data is from hERG potassium channel inhibition data for cardiac toxicity prediction from Karim et al.. The task is: Regression/Classification. Given a drug SMILES string, predict its toxicity properties. Task type varies by dataset: regression for continuous values (e.g., LD50, hERG inhibition percentage) or binary classification for toxic/non-toxic outcomes (e.g., AMES mutagenicity, cardiotoxicity, hepatotoxicity). Dataset: herg_karim. (1) The result is 0 (non-blocker). The molecule is Cn1cncc1[C@@](N)(c1ccc(Cl)cc1)c1ccc2c(c1)c(-c1cccc(Cl)c1)cc(=O)n2C. (2) The compound is CCCN(CCc1ccc(Cl)c(Cl)c1)CC(O)COc1ccc(NS(C)(=O)=O)cc1. The result is 1 (blocker). (3) The compound is C[C@H]1CN(C2COC2)CCN1c1ccc(Nc2cc(-c3ccnc(N4CCn5c(cc6c5CC(C)(C)C6)C4=O)c3CO)cn(C)c2=O)nc1. The result is 0 (non-blocker). (4) The molecule is Cc1nn(-c2ccccn2)c(=O)cc1-c1ccc(OC2CCN(C3CCC3)CC2)cc1. The result is 0 (non-blocker). (5) The compound is N#Cc1cnc(C(=O)Nc2ccc(C3CCN(C(=O)Cc4ccncc4)CC3)cc2C2=CCCCC2)[nH]1. The result is 1 (blocker).